This data is from Forward reaction prediction with 1.9M reactions from USPTO patents (1976-2016). The task is: Predict the product of the given reaction. (1) Given the reactants [Cl:1][C:2]1[CH:3]=[C:4]([CH:27]=[CH:28][C:29]=1[F:30])[CH2:5][N:6]1[CH2:15][CH2:14][C:13]2[C:8](=[C:9]([O:24]C)[C:10](=[O:23])[N:11]3[CH2:19][CH:18]([CH2:20][OH:21])[O:17][C:16](=[O:22])[C:12]3=2)[C:7]1=[O:26].Br.[C:32](O)(=[O:34])[CH3:33], predict the reaction product. The product is: [Cl:1][C:2]1[CH:3]=[C:4]([CH:27]=[CH:28][C:29]=1[F:30])[CH2:5][N:6]1[CH2:15][CH2:14][C:13]2[C:8](=[C:9]([OH:24])[C:10](=[O:23])[N:11]3[CH2:19][CH:18]([CH2:20][O:21][C:32](=[O:34])[CH3:33])[O:17][C:16](=[O:22])[C:12]3=2)[C:7]1=[O:26]. (2) Given the reactants [Cl:1][C:2]1[C:7]([C:8]([NH:10][CH2:11][C:12]2[CH:17]=[CH:16][CH:15]=[C:14]([F:18])[CH:13]=2)=[O:9])=[C:6]([CH3:19])[CH:5]=[C:4](Cl)[N:3]=1.[NH:21]1[CH2:26][CH2:25][S:24][CH2:23][CH2:22]1.C([O-])([O-])=O.[Cs+].[Cs+], predict the reaction product. The product is: [Cl:1][C:2]1[C:7]([C:8]([NH:10][CH2:11][C:12]2[CH:17]=[CH:16][CH:15]=[C:14]([F:18])[CH:13]=2)=[O:9])=[C:6]([CH3:19])[CH:5]=[C:4]([N:21]2[CH2:26][CH2:25][S:24][CH2:23][CH2:22]2)[N:3]=1. (3) Given the reactants [CH3:1][C@@H:2]([O:14][CH2:15][P:16]([O:27][CH2:28][O:29][C:30]([O:32][CH:33]([CH3:35])[CH3:34])=[O:31])([O:18][CH2:19][O:20][C:21]([O:23][CH:24]([CH3:26])[CH3:25])=[O:22])=[O:17])[CH2:3][N:4]1[C:8]2[N:9]=[CH:10][N:11]=[C:12]([NH2:13])[C:7]=2[N:6]=[CH:5]1.C(/C(O)=O)=C\C(O)=O.C(OCC)(=O)C.C(=O)(O)[O-].[Na+], predict the reaction product. The product is: [CH3:1][C@@H:2]([O:14][CH2:15][P:16]([O:18][CH2:19][O:20][C:21]([O:23][CH:24]([CH3:26])[CH3:25])=[O:22])([O:27][CH2:28][O:29][C:30]([O:32][CH:33]([CH3:34])[CH3:35])=[O:31])=[O:17])[CH2:3][N:4]1[C:8]2[N:9]=[CH:10][N:11]=[C:12]([NH2:13])[C:7]=2[N:6]=[CH:5]1.